This data is from Forward reaction prediction with 1.9M reactions from USPTO patents (1976-2016). The task is: Predict the product of the given reaction. (1) Given the reactants BrC1C=C2C(C=CC([C@H](N[C:15]([C@@H:17]3[CH2:22][CH2:21][CH2:20][N:19]([C:23](=[O:27])[C@@H:24]([NH2:26])[CH3:25])[NH:18]3)=[O:16])C)=N2)=CC=1.FC(F)(F)C(O)=[O:31], predict the reaction product. The product is: [NH2:26][C@@H:24]([CH3:25])[C:23]([N:19]1[CH2:20][CH2:21][CH2:22][C@@H:17]([C:15]([OH:16])=[O:31])[NH:18]1)=[O:27]. (2) Given the reactants C(OC(=O)[NH:7][C:8]1[CH2:9][O:10][CH2:11][C@:12]([C:16]2[CH:21]=[C:20]([NH:22][C:23]([C:25]3[CH:30]=[CH:29][C:28]([Cl:31])=[CH:27][N:26]=3)=[O:24])[CH:19]=[CH:18][C:17]=2[F:32])([CH2:14][F:15])[N:13]=1)(C)(C)C.Cl.O1CCOCC1.Cl.CO, predict the reaction product. The product is: [ClH:31].[NH2:7][C:8]1[CH2:9][O:10][CH2:11][C@:12]([C:16]2[CH:21]=[C:20]([NH:22][C:23]([C:25]3[CH:30]=[CH:29][C:28]([Cl:31])=[CH:27][N:26]=3)=[O:24])[CH:19]=[CH:18][C:17]=2[F:32])([CH2:14][F:15])[N:13]=1. (3) Given the reactants [SH:1][C:2]1[N:6]=[CH:5][NH:4][N:3]=1.[NH2:7][C:8]1[CH:13]=[CH:12][C:11]([F:14])=[CH:10][N:9]=1.Cl[C:16]1[C:17]2[N:25]=[C:24](Cl)[CH:23]=[CH:22][C:18]=2[N:19]=[CH:20][N:21]=1, predict the reaction product. The product is: [F:14][C:11]1[CH:12]=[CH:13][C:8]([NH:7][C:16]2[C:17]3[N:25]=[C:24]([S:1][C:2]4[N:6]=[CH:5][NH:4][N:3]=4)[CH:23]=[CH:22][C:18]=3[N:19]=[CH:20][N:21]=2)=[N:9][CH:10]=1. (4) The product is: [C:32]([N:24]1[C@H:19]([C:14]2[CH:15]=[CH:16][C:17]([F:18])=[C:12]([F:11])[CH:13]=2)[CH2:20][CH2:21][CH2:22][C@@H:23]1[C:25]([O:27][CH3:28])=[O:26])(=[O:33])[CH2:31][CH:29]=[CH2:30]. Given the reactants C(P(=O)(OCC)OCC)#N.[F:11][C:12]1[CH:13]=[C:14]([C@H:19]2[NH:24][C@@H:23]([C:25]([O:27][CH3:28])=[O:26])[CH2:22][CH2:21][CH2:20]2)[CH:15]=[CH:16][C:17]=1[F:18].[CH:29]([CH2:31][C:32](O)=[O:33])=[CH2:30].Cl, predict the reaction product.